This data is from Reaction yield outcomes from USPTO patents with 853,638 reactions. The task is: Predict the reaction yield, written as a fraction of the theoretical maximum amount of product (1.0 means a 100% yield; for example, 0.34 means a 34% yield). The yield is 0.210. No catalyst specified. The reactants are [CH3:1][O:2][C:3](=[O:64])[NH:4][CH:5]([C:58]1[CH:63]=[CH:62][CH:61]=[CH:60][CH:59]=1)[C:6]([N:8]1[CH2:12][CH2:11][CH2:10][CH:9]1[C:13]1[NH:14][C:15]([C:18]2[CH:23]=[CH:22][C:21]([C:24]3[CH:33]=[CH:32][C:31]4[C:26](=[CH:27][CH:28]=[C:29]([C:34]5[NH:35][C:36]([CH:39]6[CH2:43][CH2:42][CH2:41][N:40]6[C:44](=[O:57])[CH:45]([NH:52][C:53]([O:55][CH3:56])=[O:54])[CH:46]6[CH2:51][CH2:50]O[CH2:48][CH2:47]6)=[N:37][CH:38]=5)[CH:30]=4)[CH:25]=3)=[CH:20][CH:19]=2)=[CH:16][N:17]=1)=[O:7].C(C(CC)C(NC(OC)=O)C(O)=O)C. The product is [CH3:56][O:55][C:53](=[O:54])[NH:52][CH:45]([C:44]([N:40]1[CH2:41][CH2:42][CH2:43][CH:39]1[C:36]1[NH:35][C:34]([C:29]2[CH:28]=[CH:27][C:26]3[C:31](=[CH:32][CH:33]=[C:24]([C:21]4[CH:20]=[CH:19][C:18]([C:15]5[NH:14][C:13]([CH:9]6[CH2:10][CH2:11][CH2:12][N:8]6[C:6](=[O:7])[CH:5]([NH:4][C:3]([O:2][CH3:1])=[O:64])[C:58]6[CH:63]=[CH:62][CH:61]=[CH:60][CH:59]=6)=[N:17][CH:16]=5)=[CH:23][CH:22]=4)[CH:25]=3)[CH:30]=2)=[CH:38][N:37]=1)=[O:57])[CH:46]([CH2:51][CH3:50])[CH2:47][CH3:48].